Predict the product of the given reaction. From a dataset of Forward reaction prediction with 1.9M reactions from USPTO patents (1976-2016). (1) The product is: [F:1][C:2]1[CH:3]=[C:4]([CH:22]=[CH:23][CH:24]=1)[CH2:5][NH:6][C:7]([C:9]1[S:13][C:12]([N:14]2[CH2:19][CH2:18][CH2:17][CH:16]([CH2:26][C:27]3[CH:28]=[CH:29][C:30]([C:33]([F:34])([F:35])[F:36])=[CH:31][CH:32]=3)[C:15]2=[O:20])=[N:11][C:10]=1[CH3:21])=[O:8]. Given the reactants [F:1][C:2]1[CH:3]=[C:4]([CH:22]=[CH:23][CH:24]=1)[CH2:5][NH:6][C:7]([C:9]1[S:13][C:12]([N:14]2[CH2:19][CH2:18][CH2:17][CH2:16][C:15]2=[O:20])=[N:11][C:10]=1[CH3:21])=[O:8].Br[CH2:26][C:27]1[CH:32]=[CH:31][C:30]([C:33]([F:36])([F:35])[F:34])=[CH:29][CH:28]=1, predict the reaction product. (2) Given the reactants [NH2:1][C:2]1[CH:10]=[C:9]2[C:5]([C:6]([C:18]([OH:38])([C:34]([F:37])([F:36])[F:35])[CH2:19][N:20]3[CH2:25][CH2:24][CH:23]([C:26]([C:28]4[CH:33]=[CH:32][CH:31]=[CH:30][CH:29]=4)=[O:27])[CH2:22][CH2:21]3)=[CH:7][N:8]2[CH2:11][C:12]2[CH:17]=[CH:16][CH:15]=[CH:14][CH:13]=2)=[CH:4][CH:3]=1.[CH3:39][S:40](Cl)(=[O:42])=[O:41].[Cl-].[NH4+], predict the reaction product. The product is: [C:26]([CH:23]1[CH2:22][CH2:21][N:20]([CH2:19][C:18]([C:6]2[C:5]3[C:9](=[CH:10][C:2]([NH:1][S:40]([CH3:39])(=[O:42])=[O:41])=[CH:3][CH:4]=3)[N:8]([CH2:11][C:12]3[CH:13]=[CH:14][CH:15]=[CH:16][CH:17]=3)[CH:7]=2)([OH:38])[C:34]([F:37])([F:36])[F:35])[CH2:25][CH2:24]1)(=[O:27])[C:28]1[CH:29]=[CH:30][CH:31]=[CH:32][CH:33]=1. (3) Given the reactants [NH2:1][C:2]1[CH:11]=[CH:10][C:5]([C:6]([O:8][CH3:9])=[O:7])=[CH:4][C:3]=1[OH:12].[Cl:13][C:14]1[C:15]2[CH:25]=[CH:24][CH:23]=[CH:22][C:16]=2[S:17][C:18]=1[C:19](Cl)=[O:20], predict the reaction product. The product is: [CH3:9][O:8][C:6](=[O:7])[C:5]1[CH:10]=[CH:11][C:2]([NH:1][C:19]([C:18]2[S:17][C:16]3[CH:22]=[CH:23][CH:24]=[CH:25][C:15]=3[C:14]=2[Cl:13])=[O:20])=[C:3]([OH:12])[CH:4]=1. (4) Given the reactants Cl[C:2]1[N:7]=[CH:6][N:5]=[C:4]([O:8][C:9]2[CH:10]=[C:11]3[C:16](=[CH:17][CH:18]=2)[C:15]([C:19](Cl)=[O:20])=[N:14][CH:13]=[CH:12]3)[CH:3]=1.[N:22]1C=CC=[CH:24][CH:23]=1.[C:28]([C:32]1[CH:33]=[C:34]([NH2:45])[N:35]([C:37]2[CH:42]=[CH:41][C:40]([O:43][CH3:44])=[CH:39][CH:38]=2)[N:36]=1)([CH3:31])([CH3:30])[CH3:29].[OH2:46], predict the reaction product. The product is: [C:28]([C:32]1[CH:33]=[C:34]([NH:45][C:19]([C:15]2[C:16]3[C:11](=[CH:10][C:9]([O:8][C:4]4[CH:3]=[C:2]([NH:22][C:23](=[O:46])[CH3:24])[N:7]=[CH:6][N:5]=4)=[CH:18][CH:17]=3)[CH:12]=[CH:13][N:14]=2)=[O:20])[N:35]([C:37]2[CH:42]=[CH:41][C:40]([O:43][CH3:44])=[CH:39][CH:38]=2)[N:36]=1)([CH3:31])([CH3:29])[CH3:30]. (5) The product is: [CH2:1]([N:8]1[CH2:19][CH:18]2[CH2:20][CH:10]([CH2:11][C:12](=[O:13])[CH2:17]2)[CH2:9]1)[C:2]1[CH:3]=[CH:4][CH:5]=[CH:6][CH:7]=1. Given the reactants [CH2:1]([N:8]1[CH2:19][CH:18]2[CH2:20][CH:10]([CH2:11][C:12]3([CH2:17]2)OCC[O:13]3)[CH2:9]1)[C:2]1[CH:7]=[CH:6][CH:5]=[CH:4][CH:3]=1.Cl.C([O-])([O-])=O.[K+].[K+], predict the reaction product. (6) Given the reactants Cl[C:2]1[N:7]=[CH:6][C:5]([NH:8][C:9](=[O:14])[C:10]([CH3:13])([CH3:12])[CH3:11])=[C:4]([CH:15]=[O:16])[CH:3]=1.[C:17]1([CH3:26])[CH:22]=[CH:21][CH:20]=[CH:19][C:18]=1B(O)O.C([O-])(=O)C.[K+], predict the reaction product. The product is: [CH:15]([C:4]1[CH:3]=[C:2]([C:18]2[CH:19]=[CH:20][CH:21]=[CH:22][C:17]=2[CH3:26])[N:7]=[CH:6][C:5]=1[NH:8][C:9](=[O:14])[C:10]([CH3:13])([CH3:12])[CH3:11])=[O:16].